Dataset: Reaction yield outcomes from USPTO patents with 853,638 reactions. Task: Predict the reaction yield, written as a fraction of the theoretical maximum amount of product (1.0 means a 100% yield; for example, 0.34 means a 34% yield). (1) The reactants are [F:1][C:2]1[CH:3]=[C:4]([C:17]([F:20])([F:19])[F:18])[CH:5]=[C:6]([C:8]2[O:9][CH:10]=[C:11]([CH2:13][CH2:14][CH2:15]O)[N:12]=2)[CH:7]=1.P(OC1C=CC=CC=1)(OC1C=CC=CC=1)(OC1C=CC=CC=1)=O.C[I:45]. No catalyst specified. The product is [F:1][C:2]1[CH:3]=[C:4]([C:17]([F:20])([F:19])[F:18])[CH:5]=[C:6]([C:8]2[O:9][CH:10]=[C:11]([CH2:13][CH2:14][CH2:15][I:45])[N:12]=2)[CH:7]=1. The yield is 0.340. (2) The reactants are [OH:1][C:2]1([CH:13]2[CH2:18][NH:17][CH2:16][CH2:15][NH:14]2)[CH2:5][N:4]([C:6]([O:8][C:9]([CH3:12])([CH3:11])[CH3:10])=[O:7])[CH2:3]1.C(N(CC)C(C)C)(C)C.[N+:28]([C:31]1[CH:36]=[CH:35][CH:34]=[CH:33][C:32]=1[S:37](Cl)(=[O:39])=[O:38])([O-:30])=[O:29]. The catalyst is C1COCC1. The product is [OH:1][C:2]1([CH:13]2[CH2:18][N:17]([S:37]([C:32]3[CH:33]=[CH:34][CH:35]=[CH:36][C:31]=3[N+:28]([O-:30])=[O:29])(=[O:38])=[O:39])[CH2:16][CH2:15][NH:14]2)[CH2:3][N:4]([C:6]([O:8][C:9]([CH3:12])([CH3:11])[CH3:10])=[O:7])[CH2:5]1. The yield is 0.790. (3) The reactants are [Br:1][C:2]1[CH:3]=[C:4]([CH2:9][NH2:10])[CH:5]=[C:6]([F:8])[CH:7]=1.[CH3:11][S:12](Cl)(=[O:14])=[O:13]. The yield is 0.909. The catalyst is C(Cl)Cl. The product is [Br:1][C:2]1[CH:3]=[C:4]([CH:5]=[C:6]([F:8])[CH:7]=1)[CH2:9][NH:10][S:12]([CH3:11])(=[O:14])=[O:13].